Dataset: Forward reaction prediction with 1.9M reactions from USPTO patents (1976-2016). Task: Predict the product of the given reaction. The product is: [C:28]1([CH3:35])[CH:29]=[C:30]([CH3:34])[CH:31]=[C:32]([CH3:33])[C:27]=1[N:24]1[C:18]2[C:19](=[O:23])[N:20]([CH3:22])[N:21]=[C:16]([O:8][CH2:7][C:6]3[CH:9]=[CH:10][C:3]([C:2]([F:11])([F:12])[F:1])=[CH:4][CH:5]=3)[C:17]=2[CH:26]=[CH:25]1. Given the reactants [F:1][C:2]([F:12])([F:11])[C:3]1[CH:10]=[CH:9][C:6]([CH2:7][OH:8])=[CH:5][CH:4]=1.[H-].[Na+].Cl[C:16]1[C:17]2[CH:26]=[CH:25][N:24]([C:27]3[C:32]([CH3:33])=[CH:31][C:30]([CH3:34])=[CH:29][C:28]=3[CH3:35])[C:18]=2[C:19](=[O:23])[N:20]([CH3:22])[N:21]=1, predict the reaction product.